From a dataset of CYP2C9 inhibition data for predicting drug metabolism from PubChem BioAssay. Regression/Classification. Given a drug SMILES string, predict its absorption, distribution, metabolism, or excretion properties. Task type varies by dataset: regression for continuous measurements (e.g., permeability, clearance, half-life) or binary classification for categorical outcomes (e.g., BBB penetration, CYP inhibition). Dataset: cyp2c9_veith. (1) The molecule is Clc1ccccc1OCCCCN1CCCC1. The result is 0 (non-inhibitor). (2) The compound is O=C(Nc1cccc(-c2nc3ncccc3o2)c1)c1sc2cc(Cl)ccc2c1Cl. The result is 0 (non-inhibitor).